Task: Predict the reactants needed to synthesize the given product.. Dataset: Full USPTO retrosynthesis dataset with 1.9M reactions from patents (1976-2016) (1) The reactants are: [H-].[Al+3].[Li+].[H-].[H-].[H-].[CH3:7][O:8][CH2:9][N:10]1[C:14]2[CH:15]=[CH:16][C:17]([CH:19]([C:21]3[CH:25]=[CH:24][N:23]([C:26]4[N:31]=[CH:30][C:29]([N:32]([CH3:39])[CH2:33][C:34](OCC)=[O:35])=[CH:28][CH:27]=4)[N:22]=3)[CH3:20])=[CH:18][C:13]=2[S:12][C:11]1=[O:40]. Given the product [OH:35][CH2:34][CH2:33][N:32]([CH3:39])[C:29]1[CH:28]=[CH:27][C:26]([N:23]2[CH:24]=[CH:25][C:21]([CH:19]([C:17]3[CH:16]=[CH:15][C:14]4[N:10]([CH2:9][O:8][CH3:7])[C:11](=[O:40])[S:12][C:13]=4[CH:18]=3)[CH3:20])=[N:22]2)=[N:31][CH:30]=1, predict the reactants needed to synthesize it. (2) The reactants are: Br[C:2]1[CH:10]=[C:9]2[C:5]([CH2:6][N:7]([C@H:12]([CH:17]([CH3:19])[CH3:18])[C:13]([O:15][CH3:16])=[O:14])[C:8]2=[O:11])=[CH:4][CH:3]=1.CC1(C)C(C)(C)OB([C:28]2[CH:33]=[CH:32][C:31]([NH:34][C:35]([NH:37][C:38]3[CH:43]=[CH:42][CH:41]=[C:40]([C:44]([F:47])([F:46])[F:45])[CH:39]=3)=[O:36])=[CH:30][CH:29]=2)O1.C(Cl)Cl.C([O-])([O-])=O.[Na+].[Na+]. Given the product [CH3:16][O:15][C:13](=[O:14])[C@H:12]([N:7]1[CH2:6][C:5]2[C:9](=[CH:10][C:2]([C:28]3[CH:29]=[CH:30][C:31]([NH:34][C:35]([NH:37][C:38]4[CH:43]=[CH:42][CH:41]=[C:40]([C:44]([F:45])([F:46])[F:47])[CH:39]=4)=[O:36])=[CH:32][CH:33]=3)=[CH:3][CH:4]=2)[C:8]1=[O:11])[CH:17]([CH3:19])[CH3:18], predict the reactants needed to synthesize it. (3) Given the product [CH3:40][CH:41]([CH3:44])[CH2:42][N:13]([CH2:14][C@@H:15]([NH:23][C:24]([O:26][CH2:27][C:28]1[S:32][CH:31]=[N:30][CH:29]=1)=[O:25])[CH2:16][C:17]1[CH:18]=[CH:19][CH:20]=[CH:21][CH:22]=1)[CH2:12][C@@H:11]([NH:10][C:8]([O:7][CH2:6][C:5]1[S:1][CH:2]=[N:3][CH:4]=1)=[O:9])[CH2:33][C:34]1[CH:39]=[CH:38][CH:37]=[CH:36][CH:35]=1, predict the reactants needed to synthesize it. The reactants are: [S:1]1[C:5]([CH2:6][O:7][C:8]([NH:10][C@@H:11]([CH2:33][C:34]2[CH:39]=[CH:38][CH:37]=[CH:36][CH:35]=2)[CH2:12][NH:13][CH2:14][C@@H:15]([NH:23][C:24]([O:26][CH2:27][C:28]2[S:32][CH:31]=[N:30][CH:29]=2)=[O:25])[CH2:16][C:17]2[CH:22]=[CH:21][CH:20]=[CH:19][CH:18]=2)=[O:9])=[CH:4][N:3]=[CH:2]1.[CH3:40][CH:41]([CH3:44])[CH:42]=O.C(O)(=O)C.C(O[BH-](OC(=O)C)OC(=O)C)(=O)C.[Na+].C(=O)(O)[O-].[Na+].